Dataset: Full USPTO retrosynthesis dataset with 1.9M reactions from patents (1976-2016). Task: Predict the reactants needed to synthesize the given product. Given the product [O:1]=[C:2]1[C:6]([C:7]2[CH:12]=[CH:11][CH:10]=[CH:9][CH:8]=2)=[N:5][C:4]2([CH2:17][CH2:16][CH2:15][CH2:14][CH2:13]2)[N:3]1[CH2:18][C:19]([OH:21])=[O:20], predict the reactants needed to synthesize it. The reactants are: [O:1]=[C:2]1[C:6]([C:7]2[CH:12]=[CH:11][CH:10]=[CH:9][CH:8]=2)=[N:5][C:4]2([CH2:17][CH2:16][CH2:15][CH2:14][CH2:13]2)[N:3]1[CH2:18][C:19]([O:21]CC)=[O:20].[OH-].[Na+].